This data is from NCI-60 drug combinations with 297,098 pairs across 59 cell lines. The task is: Regression. Given two drug SMILES strings and cell line genomic features, predict the synergy score measuring deviation from expected non-interaction effect. (1) Drug 2: CC1C(C(=O)NC(C(=O)N2CCCC2C(=O)N(CC(=O)N(C(C(=O)O1)C(C)C)C)C)C(C)C)NC(=O)C3=C4C(=C(C=C3)C)OC5=C(C(=O)C(=C(C5=N4)C(=O)NC6C(OC(=O)C(N(C(=O)CN(C(=O)C7CCCN7C(=O)C(NC6=O)C(C)C)C)C)C(C)C)C)N)C. Drug 1: C1CC(=O)NC(=O)C1N2CC3=C(C2=O)C=CC=C3N. Synergy scores: CSS=7.40, Synergy_ZIP=3.58, Synergy_Bliss=11.2, Synergy_Loewe=12.3, Synergy_HSA=12.1. Cell line: MDA-MB-231. (2) Drug 1: C1=CC(=CC=C1CCC2=CNC3=C2C(=O)NC(=N3)N)C(=O)NC(CCC(=O)O)C(=O)O. Drug 2: C1=CC(=C2C(=C1NCCNCCO)C(=O)C3=C(C=CC(=C3C2=O)O)O)NCCNCCO. Cell line: SF-295. Synergy scores: CSS=67.6, Synergy_ZIP=-2.50, Synergy_Bliss=-2.09, Synergy_Loewe=-12.0, Synergy_HSA=3.75.